From a dataset of Full USPTO retrosynthesis dataset with 1.9M reactions from patents (1976-2016). Predict the reactants needed to synthesize the given product. (1) Given the product [F:25][C:2]([F:1])([F:26])[C:3]1[CH:4]=[C:5]2[C:10](=[CH:11][CH:12]=1)[N:9]=[CH:8][CH:7]=[C:6]2[CH:13]1[CH2:14][CH2:15][CH:16]([CH2:19][C:20]([O:22][CH2:23][CH3:24])=[O:21])[CH2:17][CH2:18]1, predict the reactants needed to synthesize it. The reactants are: [F:1][C:2]([F:26])([F:25])[C:3]1[CH:4]=[C:5]2[C:10](=[CH:11][CH:12]=1)[N:9]=[CH:8][CH:7]=[C:6]2[C:13]1[CH2:18][CH2:17][CH:16]([CH2:19][C:20]([O:22][CH2:23][CH3:24])=[O:21])[CH2:15][CH:14]=1.C([O-])=O.[NH4+]. (2) Given the product [CH:1]([NH:4][C:5]1[C:14]2[C:9](=[CH:10][C:11]([C:15]3[CH:20]=[CH:19][C:18]([S:21]([CH3:24])(=[O:23])=[O:22])=[CH:17][CH:16]=3)=[CH:12][CH:13]=2)[N:8]=[N:7][C:6]=1[C:25]1[N:27]=[CH:35][NH:33][N:28]=1)([CH3:3])[CH3:2], predict the reactants needed to synthesize it. The reactants are: [CH:1]([NH:4][C:5]1[C:14]2[C:9](=[CH:10][C:11]([C:15]3[CH:20]=[CH:19][C:18]([S:21]([CH3:24])(=[O:23])=[O:22])=[CH:17][CH:16]=3)=[CH:12][CH:13]=2)[N:8]=[N:7][C:6]=1[C:25]([NH2:27])=O)([CH3:3])[CH3:2].[NH2:28]N.COC(OC)[N:33]([CH3:35])C. (3) Given the product [NH:1]([C:8]([N:10]1[CH2:15][CH2:14][N:13]([C:16]2[C:26]([C:59]#[N:60])=[CH:25][C:19]([C:20]([O:22][CH2:23][CH3:24])=[O:21])=[CH:18][N:17]=2)[CH2:12][CH2:11]1)=[O:9])[C:2]1[CH:7]=[CH:6][CH:5]=[CH:4][CH:3]=1, predict the reactants needed to synthesize it. The reactants are: [NH:1]([C:8]([N:10]1[CH2:15][CH2:14][N:13]([C:16]2[C:26](Br)=[CH:25][C:19]([C:20]([O:22][CH2:23][CH3:24])=[O:21])=[CH:18][N:17]=2)[CH2:12][CH2:11]1)=[O:9])[C:2]1[CH:7]=[CH:6][CH:5]=[CH:4][CH:3]=1.C1(P(C2C=CC=CC=2)CCCCCP(C2C=CC=CC=2)C2C=CC=CC=2)C=CC=CC=1.[C-:59]#[N:60].[K+].C(=O)([O-])[O-].[Na+].[Na+].